This data is from Catalyst prediction with 721,799 reactions and 888 catalyst types from USPTO. The task is: Predict which catalyst facilitates the given reaction. (1) Reactant: [Cl:1][C:2]1[CH:3]=[CH:4][C:5]([NH:8][C:9]([C:11]2[C:16]([NH:17][C:18](=[O:35])[C:19]3[CH:24]=[CH:23][C:22]([C:25]4([CH3:30])OCC[O:26]4)=[CH:21][C:20]=3[O:31]COC)=[CH:15][CH:14]=[CH:13][N:12]=2)=[O:10])=[N:6][CH:7]=1.C(O)(C(F)(F)F)=O. Product: [C:25]([C:22]1[CH:23]=[CH:24][C:19]([C:18]([NH:17][C:16]2[C:11]([C:9]([NH:8][C:5]3[CH:4]=[CH:3][C:2]([Cl:1])=[CH:7][N:6]=3)=[O:10])=[N:12][CH:13]=[CH:14][CH:15]=2)=[O:35])=[C:20]([OH:31])[CH:21]=1)(=[O:26])[CH3:30]. The catalyst class is: 6. (2) Reactant: [Cl:1][C:2]1[C:10]2[N:9]=[C:8]3[N:11]([C:15]4[CH:20]=[CH:19][C:18]([Cl:21])=[CH:17][C:16]=4[Cl:22])[CH2:12][CH2:13][CH2:14][N:7]3[C:6]=2[C:5]([CH:23]([OH:26])[CH2:24][CH3:25])=[CH:4][CH:3]=1.[CH3:27][C:28]([S:33]([CH3:36])(=[O:35])=[O:34])([CH3:32])[C:29](O)=[O:30].C1(P(C2C=CC=CC=2)C2C=CC=CC=2)C=CC=CC=1.CCOC(/N=N/C(OCC)=O)=O.C1(C)C=CC=CC=1. Product: [CH3:27][C:28]([S:33]([CH3:36])(=[O:35])=[O:34])([CH3:32])[C:29]([O:26][CH:23]([C:5]1[C:6]2[N:7]3[CH2:14][CH2:13][CH2:12][N:11]([C:15]4[CH:20]=[CH:19][C:18]([Cl:21])=[CH:17][C:16]=4[Cl:22])[C:8]3=[N:9][C:10]=2[C:2]([Cl:1])=[CH:3][CH:4]=1)[CH2:24][CH3:25])=[O:30]. The catalyst class is: 7. (3) The catalyst class is: 2. Reactant: OO.[N:3]1([CH2:9][CH2:10][CH2:11][C:12]2[N:13]=[N+:14]([O-:27])[C:15]3[CH:24]=[C:23]4[C:19]([CH2:20][CH:21]([CH2:25][OH:26])[CH2:22]4)=[CH:18][C:16]=3[N:17]=2)[CH2:8][CH2:7][O:6][CH2:5][CH2:4]1.C(O)(C(F)(F)F)=[O:29].C(OC(C(F)(F)F)=O)(C(F)(F)F)=O.N. Product: [N:3]1([CH2:9][CH2:10][CH2:11][C:12]2[N:13]=[N+:14]([O-:27])[C:15]3[CH:24]=[C:23]4[C:19]([CH2:20][CH:21]([CH2:25][OH:26])[CH2:22]4)=[CH:18][C:16]=3[N+:17]=2[O-:29])[CH2:8][CH2:7][O:6][CH2:5][CH2:4]1. (4) Reactant: [CH2:1]([NH:3][C:4]([C:6]1[CH:10]=[CH:9][NH:8][CH:7]=1)=[O:5])[CH3:2].[H-].[Na+].[CH3:13][C:14]([C:18]1[N:22]([CH2:23][CH:24]2[CH2:29][CH2:28][O:27][CH2:26][CH2:25]2)[C:21]2[CH:30]=[CH:31][C:32]([S:34](Cl)(=[O:36])=[O:35])=[CH:33][C:20]=2[N:19]=1)([CH3:17])[CH2:15][CH3:16]. Product: [CH3:17][C:14]([C:18]1[N:22]([CH2:23][CH:24]2[CH2:25][CH2:26][O:27][CH2:28][CH2:29]2)[C:21]2[CH:30]=[CH:31][C:32]([S:34]([N:8]3[CH:9]=[CH:10][C:6]([C:4]([NH:3][CH2:1][CH3:2])=[O:5])=[CH:7]3)(=[O:36])=[O:35])=[CH:33][C:20]=2[N:19]=1)([CH3:13])[CH2:15][CH3:16]. The catalyst class is: 1. (5) The catalyst class is: 1. Reactant: CN(C(ON1N=NC2C=CC=CC1=2)=[N+](C)C)C.F[P-](F)(F)(F)(F)F.CC([O:28][C:29]([CH2:31][CH2:32][CH2:33]/[CH:34]=[CH:35]\[CH2:36][C@@H:37]1[C@@H:41]([CH2:42][CH2:43][C@@H:44]([OH:53])[CH2:45][CH2:46][C:47]2[CH:52]=[CH:51][CH:50]=[CH:49][CH:48]=2)[C@H:40]([OH:54])[CH2:39][C@@H:38]1[OH:55])=O)C.[OH:56][CH2:57][C:58]([CH2:62][OH:63])([CH2:60][OH:61])[CH3:59].C(N(CC)CC)C. Product: [OH:54][C@@H:40]1[CH2:39][C@H:38]([OH:55])[C@H:37]([CH2:36]/[CH:35]=[CH:34]\[CH2:33][CH2:32][CH2:31][C:29]([O:56][CH2:57][C:58]([CH2:62][OH:63])([CH3:59])[CH2:60][OH:61])=[O:28])[C@H:41]1[CH2:42][CH2:43][C@@H:44]([OH:53])[CH2:45][CH2:46][C:47]1[CH:48]=[CH:49][CH:50]=[CH:51][CH:52]=1. (6) Reactant: Br[C:2]1[CH:3]=[CH:4][C:5]([N:8]2[CH2:12][CH2:11][CH:10]([NH:13][CH:14]3[CH2:18][CH2:17][CH2:16][CH2:15]3)[CH2:9]2)=[N:6][CH:7]=1.[Cl:19][C:20]1[CH:21]=[CH:22][C:23]([CH2:26][O:27][C:28]2[CH:33]=[CH:32][NH:31][C:30](=[O:34])[CH:29]=2)=[N:24][CH:25]=1.[Na+].[I-].C([O-])([O-])=O.[K+].[K+].[C@@H]1(N)CCCC[C@H]1N. Product: [Cl:19][C:20]1[CH:21]=[CH:22][C:23]([CH2:26][O:27][C:28]2[CH:33]=[CH:32][N:31]([C:2]3[CH:7]=[N:6][C:5]([N:8]4[CH2:12][CH2:11][CH:10]([NH:13][CH:14]5[CH2:18][CH2:17][CH2:16][CH2:15]5)[CH2:9]4)=[CH:4][CH:3]=3)[C:30](=[O:34])[CH:29]=2)=[N:24][CH:25]=1. The catalyst class is: 185. (7) Reactant: [CH3:1][CH:2]([N:6]1[C:14]2[C:9](=[CH:10][C:11]([OH:15])=[CH:12][CH:13]=2)[CH:8]=[CH:7]1)[CH2:3][CH2:4][CH3:5].[CH:16]([N:19]=[C:20]=[O:21])([CH3:18])[CH3:17].C(N(CC)CC)C. Product: [CH:16]([NH:19][C:20](=[O:21])[O:15][C:11]1[CH:10]=[C:9]2[C:14](=[CH:13][CH:12]=1)[N:6]([CH:2]([CH2:3][CH2:4][CH3:5])[CH3:1])[CH:7]=[CH:8]2)([CH3:18])[CH3:17]. The catalyst class is: 4. (8) Reactant: C(O)(C(F)(F)F)=O.C[Si](C)(C)CCOC[N:14]1[C:18]2[N:19]=[CH:20][N:21]=[C:22]([C:23]3[CH:24]=[N:25][N:26]([CH:28]4[CH2:33][CH2:32][C:31](=[CH:34][C:35]#[N:36])[CH2:30][CH2:29]4)[CH:27]=3)[C:17]=2[CH:16]=[CH:15]1.[OH-].[NH4+]. Product: [N:19]1[C:18]2[NH:14][CH:15]=[CH:16][C:17]=2[C:22]([C:23]2[CH:24]=[N:25][N:26]([CH:28]3[CH2:29][CH2:30][C:31](=[CH:34][C:35]#[N:36])[CH2:32][CH2:33]3)[CH:27]=2)=[N:21][CH:20]=1. The catalyst class is: 144.